From a dataset of Full USPTO retrosynthesis dataset with 1.9M reactions from patents (1976-2016). Predict the reactants needed to synthesize the given product. (1) Given the product [CH3:1][O:2][C:3]1[CH:12]=[C:7]2[C:6](=[CH:5][C:4]=1[O:14][CH2:15][CH2:16][CH2:17][N:18]1[CH2:23][CH2:22][CH2:21][CH2:20][CH2:19]1)[N:13]=[CH:24][NH:33][C:8]2=[O:9], predict the reactants needed to synthesize it. The reactants are: [CH3:1][O:2][C:3]1[CH:12]=[C:7]([C:8](OC)=[O:9])[C:6]([NH2:13])=[CH:5][C:4]=1[O:14][CH2:15][CH2:16][CH2:17][N:18]1[CH2:23][CH2:22][CH2:21][CH2:20][CH2:19]1.[CH:24]([O-])([O-])OC.C([O-])(=O)C.[NH4+:33]. (2) Given the product [Cl:18][C:13]1[CH:12]=[C:11]([C:9]2[C:8]([O:19][CH2:20][C:21]([F:23])([F:24])[F:22])=[CH:7][N:6]=[C:5]([C:3]([OH:4])=[O:2])[N:10]=2)[CH:16]=[CH:15][C:14]=1[Cl:17], predict the reactants needed to synthesize it. The reactants are: C[O:2][C:3]([C:5]1[N:10]=[C:9]([C:11]2[CH:16]=[CH:15][C:14]([Cl:17])=[C:13]([Cl:18])[CH:12]=2)[C:8]([O:19][CH2:20][C:21]([F:24])([F:23])[F:22])=[CH:7][N:6]=1)=[O:4].[OH-].[Li+].Cl. (3) Given the product [Cl:1][C:2]1[CH:17]=[C:16]([CH:18]=[O:19])[CH:15]=[CH:14][C:3]=1[O:4][C:5]1[CH:6]=[CH:7][C:8]([C:11]([NH2:13])=[O:12])=[N:9][CH:10]=1, predict the reactants needed to synthesize it. The reactants are: [Cl:1][C:2]1[CH:17]=[C:16]([CH:18]2OCC[O:19]2)[CH:15]=[CH:14][C:3]=1[O:4][C:5]1[CH:6]=[CH:7][C:8]([C:11]([NH2:13])=[O:12])=[N:9][CH:10]=1. (4) Given the product [NH2:9][C:5]1[N:6]=[CH:7][N:8]=[C:3]([OH:2])[C:4]=1[C:10]([F:13])([F:12])[F:11], predict the reactants needed to synthesize it. The reactants are: C[O:2][C:3]1[N:8]=[CH:7][N:6]=[C:5]([NH2:9])[C:4]=1[C:10]([F:13])([F:12])[F:11].Cl. (5) Given the product [N:24]1[CH:29]=[CH:28][CH:27]=[C:26]([CH2:30][CH2:31][C:32]([NH:1][C:2]2[CH:7]=[CH:6][CH:5]=[C:4]([C:8]3[N:13]4[N:14]=[CH:15][C:16]([C:17]([C:19]5[S:20][CH:21]=[CH:22][CH:23]=5)=[O:18])=[C:12]4[N:11]=[CH:10][CH:9]=3)[CH:3]=2)=[O:33])[CH:25]=1, predict the reactants needed to synthesize it. The reactants are: [NH2:1][C:2]1[CH:3]=[C:4]([C:8]2[N:13]3[N:14]=[CH:15][C:16]([C:17]([C:19]4[S:20][CH:21]=[CH:22][CH:23]=4)=[O:18])=[C:12]3[N:11]=[CH:10][CH:9]=2)[CH:5]=[CH:6][CH:7]=1.[N:24]1[CH:29]=[CH:28][CH:27]=[C:26]([CH2:30][CH2:31][C:32](O)=[O:33])[CH:25]=1. (6) The reactants are: [Cl:1][C:2]1[CH:33]=[CH:32][CH:31]=[C:30]([F:34])[C:3]=1[C:4]([NH:6][C:7]([N:9]([C:18]1[CH:23]=[CH:22][C:21]([C:24]([O:26][CH3:27])=[O:25])=[C:20]([O:28][CH3:29])[CH:19]=1)[NH:10]C(OC(C)(C)C)=O)=[O:8])=O.FC(F)(F)C(O)=O. Given the product [Cl:1][C:2]1[CH:33]=[CH:32][CH:31]=[C:30]([F:34])[C:3]=1[C:4]1[NH:6][C:7](=[O:8])[N:9]([C:18]2[CH:23]=[CH:22][C:21]([C:24]([O:26][CH3:27])=[O:25])=[C:20]([O:28][CH3:29])[CH:19]=2)[N:10]=1, predict the reactants needed to synthesize it. (7) Given the product [Br:1][C:2]1[C:3]([O:18][CH:20]2[CH2:23][CH2:22][CH2:21]2)=[C:4]2[C:9](=[CH:10][CH:11]=1)[N:8]([C:12]([CH:14]1[CH2:16][CH2:15]1)=[O:13])[C@@H:7]([CH3:17])[CH2:6][CH2:5]2, predict the reactants needed to synthesize it. The reactants are: [Br:1][C:2]1[CH:11]=[CH:10][C:9]2[N:8]([C:12]([CH:14]3[CH2:16][CH2:15]3)=[O:13])[C@@H:7]([CH3:17])[CH2:6][CH2:5][C:4]=2[C:3]=1[OH:18].Br[CH:20]1[CH2:23][CH2:22][CH2:21]1.C(=O)([O-])[O-].[Cs+].[Cs+].